From a dataset of Reaction yield outcomes from USPTO patents with 853,638 reactions. Predict the reaction yield, written as a fraction of the theoretical maximum amount of product (1.0 means a 100% yield; for example, 0.34 means a 34% yield). (1) The reactants are Br[C:2]1[CH:19]=[CH:18][C:5]2[CH2:6][N:7]([C:11]([O:13][C:14]([CH3:17])([CH3:16])[CH3:15])=[O:12])[CH2:8][CH2:9][O:10][C:4]=2[CH:3]=1.[C:20]1(B(O)O)[CH:25]=[CH:24][CH:23]=[CH:22][CH:21]=1.O. The catalyst is C(O)C.C(=O)([O-])[O-].[Na+].[Na+].C1(C)C=CC=CC=1.C1C=CC([P]([Pd]([P](C2C=CC=CC=2)(C2C=CC=CC=2)C2C=CC=CC=2)([P](C2C=CC=CC=2)(C2C=CC=CC=2)C2C=CC=CC=2)[P](C2C=CC=CC=2)(C2C=CC=CC=2)C2C=CC=CC=2)(C2C=CC=CC=2)C2C=CC=CC=2)=CC=1. The product is [C:20]1([C:2]2[CH:19]=[CH:18][C:5]3[CH2:6][N:7]([C:11]([O:13][C:14]([CH3:17])([CH3:16])[CH3:15])=[O:12])[CH2:8][CH2:9][O:10][C:4]=3[CH:3]=2)[CH:25]=[CH:24][CH:23]=[CH:22][CH:21]=1. The yield is 0.909. (2) The reactants are [CH3:1][S:2]([C:5]1[CH:10]=[C:9]([CH2:11][CH2:12][C:13]([O:15]C(C)(C)C)=[O:14])[CH:8]=[C:7]([C:20]2[S:21][C:22]3[CH:30]=[CH:29][CH:28]=[CH:27][C:23]=3[C:24](=[O:26])[N:25]=2)[N:6]=1)(=[O:4])=[O:3].C(OC(C)C)(C)C. The catalyst is FC(F)(F)C(O)=O. The product is [CH3:1][S:2]([C:5]1[CH:10]=[C:9]([CH2:11][CH2:12][C:13]([OH:15])=[O:14])[CH:8]=[C:7]([C:20]2[S:21][C:22]3[CH:30]=[CH:29][CH:28]=[CH:27][C:23]=3[C:24](=[O:26])[N:25]=2)[N:6]=1)(=[O:4])=[O:3]. The yield is 0.630. (3) The catalyst is O1CCCC1.[Fe]. The yield is 0.910. The product is [CH3:13][Si:12]([C:11]#[C:10][C:7]1[CH:8]=[CH:9][C:4]([NH2:1])=[N:5][CH:6]=1)([CH3:14])[CH3:15]. The reactants are [N+:1]([C:4]1[CH:9]=[CH:8][C:7]([C:10]#[C:11][Si:12]([CH3:15])([CH3:14])[CH3:13])=[CH:6][N:5]=1)([O-])=O.O.[Cl-].[NH4+]. (4) The product is [Cl:1][C:2]1[CH:3]=[C:4]2[C:9](=[CH:10][C:11]=1[O:12][C:13](=[O:15])[CH3:14])[O:8][CH2:7][CH:6]([C:16]1[CH:21]=[CH:20][C:19]([O:22][C:23](=[O:25])[CH3:24])=[CH:18][CH:17]=1)[C:5]2=[O:26]. The reactants are [Cl:1][C:2]1[CH:3]=[C:4]2[C:9](=[CH:10][C:11]=1[O:12][C:13](=[O:15])[CH3:14])[O:8][CH:7]=[C:6]([C:16]1[CH:21]=[CH:20][C:19]([O:22][C:23](=[O:25])[CH3:24])=[CH:18][CH:17]=1)[C:5]2=[O:26]. The catalyst is O=[Pt]=O.C(OCC)(=O)C. The yield is 0.600. (5) The reactants are [CH2:1]([C@H:8]1[C@@H:12]([C@H:13]2[CH2:17][C@@H:16]([O:18][C:19]3[CH:24]=[CH:23][CH:22]=[CH:21][CH:20]=3)[CH2:15][N:14]2[C:25]([O:27][C:28]([CH3:31])([CH3:30])[CH3:29])=[O:26])[O:11]C(=O)[NH:9]1)[C:2]1[CH:7]=[CH:6][CH:5]=[CH:4][CH:3]=1. The catalyst is O1CCOCC1.O.C(Cl)Cl.[Cl-].[Na+].O. The product is [NH2:9][C@@H:8]([CH2:1][C:2]1[CH:3]=[CH:4][CH:5]=[CH:6][CH:7]=1)[C@@H:12]([C@H:13]1[CH2:17][C@@H:16]([O:18][C:19]2[CH:24]=[CH:23][CH:22]=[CH:21][CH:20]=2)[CH2:15][N:14]1[C:25]([O:27][C:28]([CH3:30])([CH3:31])[CH3:29])=[O:26])[OH:11]. The yield is 0.490. (6) The reactants are [F:1][C:2]1[CH:3]=[N:4][CH:5]=[CH:6][C:7]=1[C:8]1[C:9]([C:18]2[CH:19]=[N:20][CH:21]=[CH:22][CH:23]=2)=[N:10][C:11]([NH2:17])=[C:12]([N+:14]([O-])=O)[CH:13]=1. The catalyst is [Pd].C1COCC1.C(O)C. The product is [F:1][C:2]1[CH:3]=[N:4][CH:5]=[CH:6][C:7]=1[C:8]1[C:9]([C:18]2[CH:19]=[N:20][CH:21]=[CH:22][CH:23]=2)=[N:10][C:11]([NH2:17])=[C:12]([NH2:14])[CH:13]=1. The yield is 0.990.